This data is from Full USPTO retrosynthesis dataset with 1.9M reactions from patents (1976-2016). The task is: Predict the reactants needed to synthesize the given product. (1) Given the product [Cl:1][C:2]1[CH:3]=[C:4]([C:5]2[O:7][N:8]=[C:9]([CH:10]([OH:12])[CH3:11])[N:13]=2)[CH:14]=[CH:15][CH:16]=1, predict the reactants needed to synthesize it. The reactants are: [Cl:1][C:2]1[CH:3]=[C:4]([CH:14]=[CH:15][CH:16]=1)[C:5]([O:7][N:8]=[C:9]([NH2:13])[CH:10]([OH:12])[CH3:11])=O.C([O-])(=O)C.[Na+]. (2) Given the product [CH3:28][C:29]1[CH:34]=[CH:33][C:32]([S:35]([O:1][C@@H:2]([CH2:13][O:14][CH2:15][C:16]2[CH:21]=[CH:20][CH:19]=[CH:18][CH:17]=2)[CH2:3][CH:4]([C:5]#[N:6])[C:7]2[CH:12]=[CH:11][CH:10]=[CH:9][CH:8]=2)(=[O:37])=[O:36])=[CH:31][CH:30]=1, predict the reactants needed to synthesize it. The reactants are: [OH:1][C@@H:2]([CH2:13][O:14][CH2:15][C:16]1[CH:21]=[CH:20][CH:19]=[CH:18][CH:17]=1)[CH2:3][CH:4]([C:7]1[CH:12]=[CH:11][CH:10]=[CH:9][CH:8]=1)[C:5]#[N:6].N1C=CC=CC=1.[CH3:28][C:29]1[CH:34]=[CH:33][C:32]([S:35](Cl)(=[O:37])=[O:36])=[CH:31][CH:30]=1.